Predict the reactants needed to synthesize the given product. From a dataset of Full USPTO retrosynthesis dataset with 1.9M reactions from patents (1976-2016). (1) Given the product [C:1]([O:4][CH2:5][C:6]([NH:29][C:30](=[O:32])[CH3:31])([CH2:24][O:25][C:26](=[O:28])[CH3:27])[CH2:7][CH2:8][C:9]1[CH:14]=[CH:13][C:12]([C:15]2[CH:20]=[CH:19][C:18]([S:40][C:37]3[CH:38]=[CH:39][C:34]([CH3:33])=[CH:35][CH:36]=3)=[CH:17][C:16]=2[F:22])=[CH:11][C:10]=1[Cl:23])(=[O:3])[CH3:2], predict the reactants needed to synthesize it. The reactants are: [C:1]([O:4][CH2:5][C:6]([NH:29][C:30](=[O:32])[CH3:31])([CH2:24][O:25][C:26](=[O:28])[CH3:27])[CH2:7][CH2:8][C:9]1[CH:14]=[CH:13][C:12]([C:15]2[CH:20]=[CH:19][C:18](Br)=[CH:17][C:16]=2[F:22])=[CH:11][C:10]=1[Cl:23])(=[O:3])[CH3:2].[CH3:33][C:34]1[CH:39]=[CH:38][C:37]([SH:40])=[CH:36][CH:35]=1.C(N(C(C)C)CC)(C)C.O. (2) Given the product [CH3:41][O:40][C:25]1[CH:24]=[C:23]([CH2:22][C:21]([N:19]([CH3:20])[C:16]2[CH:17]=[CH:18][C:13]([C:8]3([CH2:7][C:6]([OH:43])=[O:5])[CH2:12][CH2:11][CH2:10][CH2:9]3)=[CH:14][CH:15]=2)=[O:42])[CH:28]=[CH:27][C:26]=1[NH:29][C:30]([NH:32][C:33]1[CH:38]=[CH:37][CH:36]=[CH:35][C:34]=1[CH3:39])=[O:31], predict the reactants needed to synthesize it. The reactants are: C([O:5][C:6](=[O:43])[CH2:7][C:8]1([C:13]2[CH:18]=[CH:17][C:16]([N:19]([C:21](=[O:42])[CH2:22][C:23]3[CH:28]=[CH:27][C:26]([NH:29][C:30]([NH:32][C:33]4[CH:38]=[CH:37][CH:36]=[CH:35][C:34]=4[CH3:39])=[O:31])=[C:25]([O:40][CH3:41])[CH:24]=3)[CH3:20])=[CH:15][CH:14]=2)[CH2:12][CH2:11][CH2:10][CH2:9]1)(C)(C)C.FC(F)(F)C(O)=O.ClCCl. (3) Given the product [F:16][C:11]1[CH:10]=[C:9]([NH:8][C:5]2[N:4]=[C:3]([S:17]([CH3:20])(=[O:19])=[O:18])[C:2]([C:29]3[CH:30]=[C:31]([C:35]([O:37][CH2:38][CH3:39])=[O:36])[CH:32]=[N:33][CH:34]=3)=[CH:7][N:6]=2)[CH:14]=[C:13]([F:15])[CH:12]=1, predict the reactants needed to synthesize it. The reactants are: Br[C:2]1[C:3]([S:17]([CH3:20])(=[O:19])=[O:18])=[N:4][C:5]([NH:8][C:9]2[CH:14]=[C:13]([F:15])[CH:12]=[C:11]([F:16])[CH:10]=2)=[N:6][CH:7]=1.CC1(C)C(C)(C)OB([C:29]2[CH:30]=[C:31]([C:35]([O:37][CH2:38][CH3:39])=[O:36])[CH:32]=[N:33][CH:34]=2)O1.C(Cl)Cl.C(=O)([O-])[O-].[Na+].[Na+]. (4) Given the product [Cl:1][C:2]1[CH:3]=[C:4]([OH:8])[C:5]([I:15])=[N:6][CH:7]=1, predict the reactants needed to synthesize it. The reactants are: [Cl:1][C:2]1[CH:3]=[C:4]([OH:8])[CH:5]=[N:6][CH:7]=1.C(=O)([O-])[O-].[Na+].[Na+].[I:15]I. (5) Given the product [Cl:15][C:4]1[C:5]([C:8]([F:11])([F:10])[F:9])=[CH:6][CH:7]=[C:2]([Cl:1])[N:3]=1, predict the reactants needed to synthesize it. The reactants are: [Cl:1][C:2]1[CH:7]=[CH:6][C:5]([C:8]([F:11])([F:10])[F:9])=[CH:4][N+:3]=1[O-].O=P(Cl)(Cl)[Cl:15]. (6) Given the product [CH2:1]([N:8]1[CH:16]=[C:15]2[C:10]([CH:11]=[C:12]([C:17]3[CH:18]=[C:19]([CH:27]4[CH2:31][CH2:30][N:29]([C:37](=[O:38])[CH2:36][CH2:35][N:34]([CH3:40])[CH3:33])[CH2:28]4)[N:20]4[C:25]=3[C:24]([NH2:26])=[N:23][CH:22]=[N:21]4)[CH:13]=[CH:14]2)=[N:9]1)[C:2]1[CH:3]=[CH:4][CH:5]=[CH:6][CH:7]=1, predict the reactants needed to synthesize it. The reactants are: [CH2:1]([N:8]1[CH:16]=[C:15]2[C:10]([CH:11]=[C:12]([C:17]3[CH:18]=[C:19]([CH:27]4[CH2:31][CH2:30][NH:29][CH2:28]4)[N:20]4[C:25]=3[C:24]([NH2:26])=[N:23][CH:22]=[N:21]4)[CH:13]=[CH:14]2)=[N:9]1)[C:2]1[CH:7]=[CH:6][CH:5]=[CH:4][CH:3]=1.Cl.[CH3:33][N:34]([CH3:40])[CH2:35][CH2:36][C:37](O)=[O:38]. (7) Given the product [Br:5][C:6]1[C:12]([C:13]([F:16])([F:15])[F:14])=[CH:11][CH:10]=[CH:9][C:7]=1[I:22], predict the reactants needed to synthesize it. The reactants are: N([O-])=O.[Na+].[Br:5][C:6]1[C:12]([C:13]([F:16])([F:15])[F:14])=[CH:11][CH:10]=[CH:9][C:7]=1N.OS(O)(=O)=O.[I:22]I.[O-]S([O-])=O.[Na+].[Na+].